Regression. Given a peptide amino acid sequence and an MHC pseudo amino acid sequence, predict their binding affinity value. This is MHC class I binding data. From a dataset of Peptide-MHC class I binding affinity with 185,985 pairs from IEDB/IMGT. (1) The peptide sequence is RIYCSLFKNV. The MHC is HLA-A02:02 with pseudo-sequence HLA-A02:02. The binding affinity (normalized) is 0.370. (2) The peptide sequence is STFATVLEY. The MHC is HLA-B15:09 with pseudo-sequence HLA-B15:09. The binding affinity (normalized) is 0.0847.